Dataset: Peptide-MHC class II binding affinity with 134,281 pairs from IEDB. Task: Regression. Given a peptide amino acid sequence and an MHC pseudo amino acid sequence, predict their binding affinity value. This is MHC class II binding data. (1) The peptide sequence is GELHIVDKIDAAFKI. The MHC is DRB5_0101 with pseudo-sequence DRB5_0101. The binding affinity (normalized) is 0.663. (2) The peptide sequence is KQQVIAELYEKFFRI. The MHC is HLA-DPA10201-DPB10101 with pseudo-sequence HLA-DPA10201-DPB10101. The binding affinity (normalized) is 0.614. (3) The peptide sequence is VDIINRWQVVAPQLP. The MHC is DRB1_1101 with pseudo-sequence DRB1_1101. The binding affinity (normalized) is 0.430. (4) The peptide sequence is QPYPQPQPFPSQQPYLQLQP. The MHC is DRB1_0301 with pseudo-sequence DRB1_0301. The binding affinity (normalized) is 0. (5) The peptide sequence is GEEEVQLIAAVPGKN. The MHC is HLA-DQA10303-DQB10402 with pseudo-sequence HLA-DQA10303-DQB10402. The binding affinity (normalized) is 0. (6) The peptide sequence is TGQWHSESGSFRPDS. The binding affinity (normalized) is 0. The MHC is DRB1_1001 with pseudo-sequence DRB1_1001. (7) The peptide sequence is LKLTSGKIASCLNDN. The MHC is HLA-DPA10201-DPB10501 with pseudo-sequence HLA-DPA10201-DPB10501. The binding affinity (normalized) is 0.219. (8) The peptide sequence is KNLTGLVSAGPKAKS. The MHC is DRB1_1302 with pseudo-sequence DRB1_1302. The binding affinity (normalized) is 0.342. (9) The peptide sequence is YDKFLANVSTVLHGK. The MHC is DRB1_0701 with pseudo-sequence DRB1_0701. The binding affinity (normalized) is 0.831.